From a dataset of Forward reaction prediction with 1.9M reactions from USPTO patents (1976-2016). Predict the product of the given reaction. (1) Given the reactants [N:1]1[CH:6]=[CH:5][CH:4]=[C:3]([C:7](=O)[CH2:8][CH2:9][C:10]([C:12]2[CH:13]=[N:14][CH:15]=[CH:16][CH:17]=2)=O)[CH:2]=1.[CH3:19][Si:20]([CH3:29])([CH3:28])[CH2:21][CH2:22][O:23][C:24]([NH:26][NH2:27])=[O:25].C1(C)C=CC(S(O)(=O)=O)=CC=1.O, predict the reaction product. The product is: [CH3:19][Si:20]([CH3:29])([CH3:28])[CH2:21][CH2:22][O:23][C:24](=[O:25])[NH:26][N:27]1[C:7]([C:3]2[CH:2]=[N:1][CH:6]=[CH:5][CH:4]=2)=[CH:8][CH:9]=[C:10]1[C:12]1[CH:13]=[N:14][CH:15]=[CH:16][CH:17]=1. (2) Given the reactants [OH:1][C:2]1[CH:7]=[CH:6][C:5]([C:8]2[CH:13]=[CH:12][C:11]([C:14]#[N:15])=[CH:10][CH:9]=2)=[CH:4][CH:3]=1.[Br:16][CH2:17][CH2:18][CH2:19][CH2:20][CH2:21][CH2:22]Br, predict the reaction product. The product is: [Br:16][CH2:17][CH2:18][CH2:19][CH2:20][CH2:21][CH2:22][O:1][C:2]1[CH:3]=[CH:4][C:5]([C:8]2[CH:13]=[CH:12][C:11]([C:14]#[N:15])=[CH:10][CH:9]=2)=[CH:6][CH:7]=1. (3) Given the reactants [Br:1][C:2]1[N:3]=[C:4]([CH2:7][OH:8])[S:5][CH:6]=1.C(Cl)Cl.[Si:12](Cl)([C:15]([CH3:18])([CH3:17])[CH3:16])([CH3:14])[CH3:13].N1C=CN=C1, predict the reaction product. The product is: [Br:1][C:2]1[N:3]=[C:4]([CH2:7][O:8][Si:12]([C:15]([CH3:18])([CH3:17])[CH3:16])([CH3:14])[CH3:13])[S:5][CH:6]=1. (4) Given the reactants [OH-].[Na+].[NH2:3][CH:4]([C:6]([OH:8])=[O:7])[CH3:5].[C:9](Cl)(=O)[C:10]1[CH:15]=[CH:14][CH:13]=[CH:12][CH:11]=1.Cl, predict the reaction product. The product is: [CH2:9]([NH:3][C@H:4]([C:6]([OH:8])=[O:7])[CH3:5])[C:10]1[CH:15]=[CH:14][CH:13]=[CH:12][CH:11]=1.